Dataset: Full USPTO retrosynthesis dataset with 1.9M reactions from patents (1976-2016). Task: Predict the reactants needed to synthesize the given product. (1) Given the product [CH2:1]([O:8][C:9]([N:11]1[CH2:12][CH2:13][N:14]([CH2:17][C:18]2[CH:23]=[CH:22][C:21]([NH2:24])=[CH:20][C:19]=2[C:31]([F:34])([F:32])[F:33])[CH2:15][CH2:16]1)=[O:10])[C:2]1[CH:7]=[CH:6][CH:5]=[CH:4][CH:3]=1, predict the reactants needed to synthesize it. The reactants are: [CH2:1]([O:8][C:9]([N:11]1[CH2:16][CH2:15][N:14]([CH2:17][C:18]2[CH:23]=[CH:22][C:21]([NH:24]C(=O)C(F)(F)F)=[CH:20][C:19]=2[C:31]([F:34])([F:33])[F:32])[CH2:13][CH2:12]1)=[O:10])[C:2]1[CH:7]=[CH:6][CH:5]=[CH:4][CH:3]=1.C([O-])([O-])=O.[K+].[K+]. (2) Given the product [C:1]([O:5][C:6](=[O:7])[C:8]([CH3:18])=[CH:9][C:10]1[S:14][C:13]([C:15]([O:17][C:21]2[CH:29]=[CH:28][C:24]([C:25](=[NH:26])[NH2:27])=[CH:23][CH:22]=2)=[O:16])=[CH:12][CH:11]=1)([CH3:4])([CH3:2])[CH3:3], predict the reactants needed to synthesize it. The reactants are: [C:1]([O:5][C:6]([C:8]([CH3:18])=[CH:9][C:10]1[S:14][C:13]([C:15]([OH:17])=[O:16])=[CH:12][CH:11]=1)=[O:7])([CH3:4])([CH3:3])[CH3:2].Cl.O[C:21]1[CH:29]=[CH:28][C:24]([C:25]([NH2:27])=[NH:26])=[CH:23][CH:22]=1.CCN=C=NCCCN(C)C.Cl. (3) The reactants are: [Cl:1][C:2]1[CH:3]=[C:4]([C:12]2[O:16][N:15]=[C:14]([C:17]3[CH:18]=[C:19]4[C:23](=[CH:24][CH:25]=3)[N:22]([CH2:26][C:27]([CH3:34])([CH3:33])[C:28]([O:30]CC)=[O:29])[N:21]=[CH:20]4)[N:13]=2)[CH:5]=[N:6][C:7]=1[O:8][CH:9]([CH3:11])[CH3:10].[OH-].[Na+].C(O)(=O)C. Given the product [Cl:1][C:2]1[CH:3]=[C:4]([C:12]2[O:16][N:15]=[C:14]([C:17]3[CH:18]=[C:19]4[C:23](=[CH:24][CH:25]=3)[N:22]([CH2:26][C:27]([CH3:34])([CH3:33])[C:28]([OH:30])=[O:29])[N:21]=[CH:20]4)[N:13]=2)[CH:5]=[N:6][C:7]=1[O:8][CH:9]([CH3:10])[CH3:11], predict the reactants needed to synthesize it.